Predict the reactants needed to synthesize the given product. From a dataset of Full USPTO retrosynthesis dataset with 1.9M reactions from patents (1976-2016). Given the product [NH2:40][CH:37]1[CH2:36][CH2:35][N:34]([C:56](=[O:57])[CH2:55][CH2:54][C:50]2[N:49]([CH3:48])[CH:53]=[CH:52][N:51]=2)[CH2:39][CH2:38]1, predict the reactants needed to synthesize it. The reactants are: C(N(C(C)C)CC)(C)C.CN(C(ON1N=NC2C=CC=CC1=2)=[N+](C)C)C.F[P-](F)(F)(F)(F)F.[NH:34]1[CH2:39][CH2:38][CH:37]([NH:40]C(=O)OC(C)(C)C)[CH2:36][CH2:35]1.[CH3:48][N:49]1[CH:53]=[CH:52][N:51]=[C:50]1[CH2:54][CH2:55][C:56](O)=[O:57].Cl.O1CCOCC1.[OH-].[Na+].